This data is from Catalyst prediction with 721,799 reactions and 888 catalyst types from USPTO. The task is: Predict which catalyst facilitates the given reaction. (1) Reactant: [N:1]12[CH2:8][CH2:7][CH:4]([CH2:5][CH2:6]1)[C@H:3]([NH:9][CH2:10][CH2:11][N:12]1[C:16]3[C:17]([C:21]([O-])=[O:22])=[CH:18][CH:19]=[CH:20][C:15]=3[N:14]=[CH:13]1)[CH2:2]2.[Li+].C(N(CC)C(C)C)(C)C.CCCP1(OP(CCC)(=O)OP(CCC)(=O)O1)=O. Product: [N:1]12[CH2:8][CH2:7][CH:4]([CH2:5][CH2:6]1)[C@H:3]([N:9]1[C:21](=[O:22])[C:17]3[CH:18]=[CH:19][CH:20]=[C:15]4[N:14]=[CH:13][N:12]([C:16]=34)[CH2:11][CH2:10]1)[CH2:2]2. The catalyst class is: 9. (2) Reactant: C(OC([N:8]1[CH2:13][CH2:12][N:11]([S:14]([C:17]2[CH:22]=[CH:21][C:20]([CH:23]([C:30](=[O:47])[NH:31][C:32]3[S:33][C:34]4[C:39]([N:40]=3)=[CH:38][CH:37]=[C:36]([N:41]3[CH2:46][CH2:45][O:44][CH2:43][CH2:42]3)[N:35]=4)[CH2:24][CH:25]3[CH2:29][CH2:28][CH2:27][CH2:26]3)=[CH:19][CH:18]=2)(=[O:16])=[O:15])[CH2:10][CH2:9]1)=O)(C)(C)C.C(O)(C(F)(F)F)=O. Product: [CH:25]1([CH2:24][CH:23]([C:20]2[CH:19]=[CH:18][C:17]([S:14]([N:11]3[CH2:10][CH2:9][NH:8][CH2:13][CH2:12]3)(=[O:16])=[O:15])=[CH:22][CH:21]=2)[C:30]([NH:31][C:32]2[S:33][C:34]3[C:39]([N:40]=2)=[CH:38][CH:37]=[C:36]([N:41]2[CH2:42][CH2:43][O:44][CH2:45][CH2:46]2)[N:35]=3)=[O:47])[CH2:29][CH2:28][CH2:27][CH2:26]1. The catalyst class is: 2. (3) Reactant: Br[C:2]1[CH:3]=[C:4]2[C:10]([C:11]3[CH:12]=[N:13][N:14]([CH2:16][C:17]4[CH:22]=[CH:21][CH:20]=[C:19]([F:23])[CH:18]=4)[CH:15]=3)=[CH:9][N:8]([S:24]([C:27]3[CH:33]=[CH:32][C:30]([CH3:31])=[CH:29][CH:28]=3)(=[O:26])=[O:25])[C:5]2=[N:6][CH:7]=1.[CH3:34][O:35][C:36]1[C:41]([NH2:42])=[CH:40][C:39](B2OC(C)(C)C(C)(C)O2)=[CH:38][N:37]=1.C(=O)([O-])[O-].[Na+].[Na+]. Product: [F:23][C:19]1[CH:18]=[C:17]([CH:22]=[CH:21][CH:20]=1)[CH2:16][N:14]1[CH:15]=[C:11]([C:10]2[C:4]3[C:5](=[N:6][CH:7]=[C:2]([C:39]4[CH:40]=[C:41]([NH2:42])[C:36]([O:35][CH3:34])=[N:37][CH:38]=4)[CH:3]=3)[N:8]([S:24]([C:27]3[CH:33]=[CH:32][C:30]([CH3:31])=[CH:29][CH:28]=3)(=[O:26])=[O:25])[CH:9]=2)[CH:12]=[N:13]1. The catalyst class is: 600. (4) Reactant: [CH3:1][O:2][C:3]1[CH:4]=[C:5]([CH:25]=[CH:26][CH:27]=1)[O:6][CH2:7][C:8]1[CH:24]=[CH:23][C:11]2[CH2:12][CH2:13][N:14](C(=O)C(F)(F)F)[CH2:15][CH2:16][C:10]=2[CH:9]=1.[OH-].[Na+]. Product: [CH3:1][O:2][C:3]1[CH:4]=[C:5]([CH:25]=[CH:26][CH:27]=1)[O:6][CH2:7][C:8]1[CH:24]=[CH:23][C:11]2[CH2:12][CH2:13][NH:14][CH2:15][CH2:16][C:10]=2[CH:9]=1. The catalyst class is: 24.